Dataset: Experimentally validated miRNA-target interactions with 360,000+ pairs, plus equal number of negative samples. Task: Binary Classification. Given a miRNA mature sequence and a target amino acid sequence, predict their likelihood of interaction. (1) The miRNA is rno-let-7d-3p with sequence CUAUACGACCUGCUGCCUUUCU. The protein sequence of the target gene is MERPPRALLLGAAGLLLLLLPLSSSSSSDACGPCVPASCPALPRLGCPLGETRDACGCCPVCARGEGEPCGGGAAGRGHCAPGMECVKSRKRRKGKAGAAAGGPATLAVCVCKSRYPVCGSNGITYPSGCQLRAASLRAESRGEKAITQVSKGTCEQGPSIVTPPKDIWNVTGAKVFLSCEVIGIPTPVLIWNKVKRDHSGVQRTELLPGDRENLAIQTRGGPEKHEVTGWVLVSPLSKEDAGEYECHASNSQGQASAAAKITVVDALHEIPLKKGEGAQL. Result: 0 (no interaction). (2) The miRNA is hsa-miR-1245b-5p with sequence UAGGCCUUUAGAUCACUUAAA. The protein sequence of the target gene is MPNWGGGKKCGVCQKTVYFAEEVQCEGNSFHKSCFLCMVCKKNLDSTTVAVHGEEIYCKSCYGKKYGPKGYGYGQGAGTLSTDKGESLGIKHEEAPGHRPTTNPNASKFAQKIGGSERCPRCSQAVYAAEKVIGAGKSWHKACFRCAKCGKGLESTTLADKDGEIYCKGCYAKNFGPKGFGFGQGAGALVHSE. Result: 0 (no interaction). (3) Result: 0 (no interaction). The protein sequence of the target gene is MVSSNGSQCPYDDSFKYTLYGCMFSMVFVLGLISNCVAIYIFICALKVRNETTTYMINLAMSDLLFVFTLPFRIFYFATRNWPFGDLLCKISVMLFYTNMYGSILFLTCISVDRFLAIVYPFKSKTLRTKRNAKIVCIAVWFTVMGGSAPAVFFQSTHSQGNNTSEACFENFPAATWKTYLSRIVIFIEIVGFFIPLILNVTCSSMVLRTLNKPVTLSRSKMNKTKVLKMIFVHLVIFCFCFVPYNINLILYSLMRTQTFVNCSVVAAVRTMYPITLCIAVSNCCFDPIVYYFTSDTIQN.... The miRNA is hsa-miR-3144-3p with sequence AUAUACCUGUUCGGUCUCUUUA.